Predict the reactants needed to synthesize the given product. From a dataset of Full USPTO retrosynthesis dataset with 1.9M reactions from patents (1976-2016). (1) Given the product [CH3:1][N:2]([CH3:8])[C@H:3]1[CH2:7][CH2:6][N:5]([C:17]2[C:18]([C:35]3[CH:40]=[CH:39][CH:38]=[CH:37][CH:36]=3)=[C:19]([CH3:34])[C:20]([C:32]#[N:33])=[C:21]3[C:25]=2[O:24][C:23]([C:26]2[N:27]([CH3:31])[CH:28]=[CH:29][CH:30]=2)=[N:22]3)[CH2:4]1, predict the reactants needed to synthesize it. The reactants are: [CH3:1][N:2]([CH3:8])[C@H:3]1[CH2:7][CH2:6][NH:5][CH2:4]1.C(N(CC)CC)C.F[C:17]1[C:18]([C:35]2[CH:40]=[CH:39][CH:38]=[CH:37][CH:36]=2)=[C:19]([CH3:34])[C:20]([C:32]#[N:33])=[C:21]2[C:25]=1[O:24][C:23]([C:26]1[N:27]([CH3:31])[CH:28]=[CH:29][CH:30]=1)=[N:22]2. (2) Given the product [CH:36]1([CH2:39][O:22][C:21]([C:20]2[C:15]3[N:14]=[C:13]([C:24](=[O:35])[NH:25][CH:26]4[CH2:31][CH2:30][N:29]([CH:32]([CH3:33])[CH3:34])[CH2:28][CH2:27]4)[N:12]([CH2:11][C:9](=[O:10])[NH:8][C:5]4[CH:4]=[CH:3][C:2]([Cl:1])=[CH:7][N:6]=4)[C:16]=3[CH:17]=[CH:18][CH:19]=2)=[O:23])[CH2:38][CH2:37]1, predict the reactants needed to synthesize it. The reactants are: [Cl:1][C:2]1[CH:3]=[CH:4][C:5]([NH:8][C:9]([CH2:11][N:12]2[C:16]3[CH:17]=[CH:18][CH:19]=[C:20]([C:21]([OH:23])=[O:22])[C:15]=3[N:14]=[C:13]2[C:24](=[O:35])[NH:25][CH:26]2[CH2:31][CH2:30][N:29]([CH:32]([CH3:34])[CH3:33])[CH2:28][CH2:27]2)=[O:10])=[N:6][CH:7]=1.[CH:36]1([CH2:39]O)[CH2:38][CH2:37]1.C1CCC(N=C=NC2CCCCC2)CC1. (3) The reactants are: C(NC(C)C)(C)C.C([Li])CCC.[C:13]([O:16][CH2:17][CH3:18])(=[O:15])[CH3:14].[Cl:19][C:20]1[CH:21]=[C:22]([CH:25]=[CH:26][CH:27]=1)[CH:23]=[O:24]. Given the product [Cl:19][C:20]1[CH:21]=[C:22]([CH:23]([OH:24])[CH2:14][C:13]([O:16][CH2:17][CH3:18])=[O:15])[CH:25]=[CH:26][CH:27]=1, predict the reactants needed to synthesize it. (4) Given the product [C:58]([C:57]([CH3:61])([CH3:60])[C:55]1[S:56][C:52]([NH:51][C:3](=[O:5])[C:2]([CH3:1])([N:7]([CH3:15])[CH2:8][CH:9]2[CH2:14][CH2:13][O:12][CH2:11][CH2:10]2)[CH3:6])=[N:53][N:54]=1)#[N:59], predict the reactants needed to synthesize it. The reactants are: [CH3:1][C:2]([N:7]([CH3:15])[CH2:8][CH:9]1[CH2:14][CH2:13][O:12][CH2:11][CH2:10]1)([CH3:6])[C:3]([OH:5])=O.CCN(C(C)C)C(C)C.CN(C(ON1N=NC2C=CC=NC1=2)=[N+](C)C)C.F[P-](F)(F)(F)(F)F.[H-].[Na+].[NH2:51][C:52]1[S:56][C:55]([C:57]([CH3:61])([CH3:60])[C:58]#[N:59])=[N:54][N:53]=1. (5) The reactants are: [N:1]1[CH:2]=[C:3]([C:10]2[O:19][C:13]3=[C:14]([NH2:18])[N:15]=[CH:16][CH:17]=[C:12]3[CH:11]=2)[N:4]2[CH:9]=[CH:8][N:7]=[CH:6][C:5]=12.C1C(=O)N([I:27])C(=O)C1.O. Given the product [N:1]1[CH:2]=[C:3]([C:10]2[O:19][C:13]3=[C:14]([NH2:18])[N:15]=[CH:16][C:17]([I:27])=[C:12]3[CH:11]=2)[N:4]2[CH:9]=[CH:8][N:7]=[CH:6][C:5]=12, predict the reactants needed to synthesize it. (6) Given the product [C:1]([NH:4][C@@H:5]([CH3:16])[CH2:6][O:7][C:8]1[CH:12]=[C:11]([C:13]([NH:17][C:18]2[CH:23]=[CH:22][C:21]([O:24][CH2:25][CH:26]3[CH2:27][CH2:28]3)=[CH:20][C:19]=2[S:29][CH2:30][CH2:31][C:32]([O:34][CH2:35][CH:36]([CH2:41][CH3:42])[CH2:37][CH2:38][CH2:39][CH3:40])=[O:33])=[O:15])[O:10][N:9]=1)(=[O:3])[CH3:2], predict the reactants needed to synthesize it. The reactants are: [C:1]([NH:4][C@@H:5]([CH3:16])[CH2:6][O:7][C:8]1[CH:12]=[C:11]([C:13]([OH:15])=O)[O:10][N:9]=1)(=[O:3])[CH3:2].[NH2:17][C:18]1[CH:23]=[CH:22][C:21]([O:24][CH2:25][CH:26]2[CH2:28][CH2:27]2)=[CH:20][C:19]=1[S:29][CH2:30][CH2:31][C:32]([O:34][CH2:35][CH:36]([CH2:41][CH3:42])[CH2:37][CH2:38][CH2:39][CH3:40])=[O:33].